Task: Predict the reaction yield, written as a fraction of the theoretical maximum amount of product (1.0 means a 100% yield; for example, 0.34 means a 34% yield).. Dataset: Reaction yield outcomes from USPTO patents with 853,638 reactions The reactants are Cl[C:2]1[CH:7]=[C:6]([O:8][CH:9]([C:14]2[CH:19]=[CH:18][C:17]([F:20])=[C:16]([F:21])[CH:15]=2)[C:10]([F:13])([F:12])[F:11])[N:5]=[CH:4]N=1.B([C:25]1[CH:36]=[CH:35][C:28]([CH2:29][C@@H:30]([C:32]([OH:34])=[O:33])[NH2:31])=[CH:27][CH:26]=1)(O)O.[C:37](#N)C.C(=O)([O-])[O-].[Na+].[Na+]. The catalyst is Cl[Pd](Cl)([P](C1C=CC=CC=1)(C1C=CC=CC=1)C1C=CC=CC=1)[P](C1C=CC=CC=1)(C1C=CC=CC=1)C1C=CC=CC=1.O. The yield is 0.210. The product is [NH2:31][CH:30]([CH2:29][C:28]1[CH:35]=[CH:36][C:25]([C:2]2[CH:7]=[C:6]([O:8][CH:9]([C:14]3[CH:19]=[CH:18][C:17]([F:20])=[C:16]([F:21])[CH:15]=3)[C:10]([F:13])([F:12])[F:11])[N:5]=[CH:4][CH:37]=2)=[CH:26][CH:27]=1)[C:32]([OH:34])=[O:33].